Dataset: Full USPTO retrosynthesis dataset with 1.9M reactions from patents (1976-2016). Task: Predict the reactants needed to synthesize the given product. The reactants are: [CH3:1][O:2][C:3]1[CH:4]=[C:5]([CH:8]=[CH:9][C:10]=1[O:11][CH3:12])[CH:6]=O.[CH3:13][C:14]([C:16]1[CH:17]=[CH:18][CH:19]=[C:20]([OH:22])[CH:21]=1)=[O:15].[OH-].[K+].Cl. Given the product [CH3:1][O:2][C:3]1[CH:4]=[C:5]([CH:6]=[CH:13][C:14]([C:16]2[CH:17]=[CH:18][CH:19]=[C:20]([OH:22])[CH:21]=2)=[O:15])[CH:8]=[CH:9][C:10]=1[O:11][CH3:12], predict the reactants needed to synthesize it.